From a dataset of Full USPTO retrosynthesis dataset with 1.9M reactions from patents (1976-2016). Predict the reactants needed to synthesize the given product. Given the product [CH3:1][O:2][C:3]1[CH:4]=[C:5]([C:15]2[NH:38][C:18]3[N:19]=[CH:20][N:21]=[C:22]([C:23]4[CH:24]=[CH:25][C:26]([O:31][CH:32]5[CH2:33][CH2:34][O:35][CH2:36][CH2:37]5)=[C:27]([CH:30]=4)[C:28]#[N:29])[C:17]=3[CH:16]=2)[CH:6]=[CH:7][C:8]=1[N:9]1[CH2:14][CH2:13][O:12][CH2:11][CH2:10]1.[C:47]([OH:53])([C:49]([F:52])([F:51])[F:50])=[O:48], predict the reactants needed to synthesize it. The reactants are: [CH3:1][O:2][C:3]1[CH:4]=[C:5]([C:15]2[N:38](COCC[Si](C)(C)C)[C:18]3[N:19]=[CH:20][N:21]=[C:22]([C:23]4[CH:24]=[CH:25][C:26]([O:31][CH:32]5[CH2:37][CH2:36][O:35][CH2:34][CH2:33]5)=[C:27]([CH:30]=4)[C:28]#[N:29])[C:17]=3[CH:16]=2)[CH:6]=[CH:7][C:8]=1[N:9]1[CH2:14][CH2:13][O:12][CH2:11][CH2:10]1.[C:47]([OH:53])([C:49]([F:52])([F:51])[F:50])=[O:48].